This data is from Catalyst prediction with 721,799 reactions and 888 catalyst types from USPTO. The task is: Predict which catalyst facilitates the given reaction. (1) Reactant: [Br:1][C:2]1[CH:7]=[CH:6][C:5]([NH:8][C:9](=O)/[CH:10]=[CH:11]/[CH:12]2[CH2:17][CH2:16][O:15][CH2:14][CH2:13]2)=[C:4]([N+:19]([O-])=O)[CH:3]=1.C(O)(=O)C. Product: [Br:1][C:2]1[CH:7]=[CH:6][C:5]2[NH:8][C:9](/[CH:10]=[CH:11]/[CH:12]3[CH2:17][CH2:16][O:15][CH2:14][CH2:13]3)=[N:19][C:4]=2[CH:3]=1. The catalyst class is: 415. (2) Reactant: Cl.CN(C)CCCN=C=NCC.FC1C(O)=C(F)C(F)=C(F)C=1F.[C:25]([N:32]([CH2:37][C:38]1[CH:43]=[CH:42][CH:41]=[CH:40][CH:39]=1)[CH2:33][C:34]([OH:36])=O)([O:27][C:28]([CH3:31])([CH3:30])[CH3:29])=[O:26].C(N(CC)CC)C.Cl.[CH3:52][O:53][C:54](=[O:64])[C@H:55]([CH2:57][C:58]1[CH:63]=[CH:62][CH:61]=[CH:60][CH:59]=1)[NH2:56]. Product: [CH3:52][O:53][C:54](=[O:64])[C@H:55]([CH2:57][C:58]1[CH:63]=[CH:62][CH:61]=[CH:60][CH:59]=1)[NH:56][C:34](=[O:36])[CH2:33][N:32]([C:25]([O:27][C:28]([CH3:29])([CH3:30])[CH3:31])=[O:26])[CH2:37][C:38]1[CH:43]=[CH:42][CH:41]=[CH:40][CH:39]=1. The catalyst class is: 2. (3) Reactant: [OH:1][CH2:2][C:3]1[CH:11]=[CH:10][CH:9]=[C:8]2[C:4]=1C(C)(C)C(C)=[N:7]2.OCC1C=C2C(C(C)(C)C(C)=[N:23]2)=CC=1.NC1C=C(C=CC=1)CO.N([O-])=O.[Na+].O.O.Cl[Sn]Cl. Product: [NH:7]([C:8]1[CH:4]=[C:3]([CH:11]=[CH:10][CH:9]=1)[CH2:2][OH:1])[NH2:23]. The catalyst class is: 33. (4) The catalyst class is: 13. Product: [ClH:18].[CH3:1][O:2][CH2:3][CH2:4][C@@H:5]1[CH2:10][CH2:9][CH2:8][NH:7][CH2:6]1. Reactant: [CH3:1][O:2][CH2:3][CH2:4][C@@H:5]1[CH2:10][CH2:9][CH2:8][N:7](C(OC(C)(C)C)=O)[CH2:6]1.[ClH:18].C(OCC)(=O)C. (5) Reactant: [CH2:1]([N:8]1[C:17]2[C:12](=[CH:13][CH:14]=[CH:15][CH:16]=2)[N:11]=[C:10]([C:18](O)=[O:19])[C:9]1=[O:21])[C:2]1[CH:7]=[CH:6][CH:5]=[CH:4][CH:3]=1.C(N(CC)CC)C.C(Cl)(=O)OCC.[CH2:35]([NH:41][CH2:42][CH2:43][CH2:44][CH2:45][CH2:46][CH3:47])[CH2:36][CH2:37][CH2:38][CH2:39][CH3:40]. Product: [CH2:42]([N:41]([CH2:35][CH2:36][CH2:37][CH2:38][CH2:39][CH3:40])[C:18]([C:10]1[C:9](=[O:21])[N:8]([CH2:1][C:2]2[CH:7]=[CH:6][CH:5]=[CH:4][CH:3]=2)[C:17]2[C:12]([N:11]=1)=[CH:13][CH:14]=[CH:15][CH:16]=2)=[O:19])[CH2:43][CH2:44][CH2:45][CH2:46][CH3:47]. The catalyst class is: 7. (6) Reactant: [NH2:1][C:2](=[S:14])[CH2:3][CH2:4][N:5]([CH3:13])[C:6](=[O:12])[O:7][C:8]([CH3:11])([CH3:10])[CH3:9].Br[CH2:16][C:17]([C:19]1[CH:24]=[C:23]([C:25]([CH3:28])([CH3:27])[CH3:26])[C:22]([OH:29])=[C:21]([C:30]([CH3:33])([CH3:32])[CH3:31])[CH:20]=1)=O. Product: [CH3:28][C:25]([C:23]1[CH:24]=[C:19]([C:17]2[N:1]=[C:2]([CH2:3][CH2:4][N:5]([C:6]([O:7][C:8]([CH3:9])([CH3:10])[CH3:11])=[O:12])[CH3:13])[S:14][CH:16]=2)[CH:20]=[C:21]([C:30]([CH3:33])([CH3:32])[CH3:31])[C:22]=1[OH:29])([CH3:26])[CH3:27]. The catalyst class is: 11. (7) Reactant: [OH-].[Na+].[CH2:3]([O:7][C:8]1[CH:13]=[C:12](/[CH:14]=[C:15](\[CH2:21][CH3:22])/[C:16]([O:18]CC)=[O:17])[CH:11]=[CH:10][C:9]=1[C:23]1[CH:28]=[CH:27][CH:26]=[C:25]([N:29]([CH3:40])[C:30]([NH:32][CH2:33][CH2:34][CH2:35][CH2:36][CH2:37][CH2:38][CH3:39])=[O:31])[CH:24]=1)[CH2:4][CH2:5][CH3:6]. Product: [CH2:3]([O:7][C:8]1[CH:13]=[C:12](/[CH:14]=[C:15](\[CH2:21][CH3:22])/[C:16]([OH:18])=[O:17])[CH:11]=[CH:10][C:9]=1[C:23]1[CH:28]=[CH:27][CH:26]=[C:25]([N:29]([CH3:40])[C:30]([NH:32][CH2:33][CH2:34][CH2:35][CH2:36][CH2:37][CH2:38][CH3:39])=[O:31])[CH:24]=1)[CH2:4][CH2:5][CH3:6]. The catalyst class is: 199.